Dataset: NCI-60 drug combinations with 297,098 pairs across 59 cell lines. Task: Regression. Given two drug SMILES strings and cell line genomic features, predict the synergy score measuring deviation from expected non-interaction effect. (1) Synergy scores: CSS=-0.385, Synergy_ZIP=0.441, Synergy_Bliss=0.932, Synergy_Loewe=-6.70, Synergy_HSA=-3.82. Drug 2: C1=NC(=NC(=O)N1C2C(C(C(O2)CO)O)O)N. Drug 1: C1CCN(CC1)CCOC2=CC=C(C=C2)C(=O)C3=C(SC4=C3C=CC(=C4)O)C5=CC=C(C=C5)O. Cell line: HS 578T. (2) Drug 1: C1CC(=O)NC(=O)C1N2CC3=C(C2=O)C=CC=C3N. Drug 2: CC1=C2C(C(=O)C3(C(CC4C(C3C(C(C2(C)C)(CC1OC(=O)C(C(C5=CC=CC=C5)NC(=O)C6=CC=CC=C6)O)O)OC(=O)C7=CC=CC=C7)(CO4)OC(=O)C)O)C)OC(=O)C. Cell line: SK-OV-3. Synergy scores: CSS=44.3, Synergy_ZIP=-4.15, Synergy_Bliss=-5.38, Synergy_Loewe=-44.2, Synergy_HSA=-3.50. (3) Drug 1: CC1=C(C=C(C=C1)NC(=O)C2=CC=C(C=C2)CN3CCN(CC3)C)NC4=NC=CC(=N4)C5=CN=CC=C5. Drug 2: CN(C(=O)NC(C=O)C(C(C(CO)O)O)O)N=O. Cell line: DU-145. Synergy scores: CSS=-7.30, Synergy_ZIP=3.13, Synergy_Bliss=2.20, Synergy_Loewe=-4.14, Synergy_HSA=-3.61. (4) Drug 1: C1CC(=O)NC(=O)C1N2C(=O)C3=CC=CC=C3C2=O. Drug 2: C(CCl)NC(=O)N(CCCl)N=O. Cell line: NCI-H322M. Synergy scores: CSS=14.6, Synergy_ZIP=0.873, Synergy_Bliss=10.1, Synergy_Loewe=5.50, Synergy_HSA=6.32. (5) Drug 1: CCC(=C(C1=CC=CC=C1)C2=CC=C(C=C2)OCCN(C)C)C3=CC=CC=C3.C(C(=O)O)C(CC(=O)O)(C(=O)O)O. Drug 2: CN(C(=O)NC(C=O)C(C(C(CO)O)O)O)N=O. Cell line: ACHN. Synergy scores: CSS=2.71, Synergy_ZIP=1.63, Synergy_Bliss=5.45, Synergy_Loewe=-0.799, Synergy_HSA=-0.310. (6) Drug 1: C1=NNC2=C1C(=O)NC=N2. Drug 2: CC1CCCC2(C(O2)CC(NC(=O)CC(C(C(=O)C(C1O)C)(C)C)O)C(=CC3=CSC(=N3)C)C)C. Cell line: NCI-H522. Synergy scores: CSS=48.5, Synergy_ZIP=2.73, Synergy_Bliss=-0.0696, Synergy_Loewe=-28.5, Synergy_HSA=0.0567. (7) Drug 1: CC1=C(C(=CC=C1)Cl)NC(=O)C2=CN=C(S2)NC3=CC(=NC(=N3)C)N4CCN(CC4)CCO. Drug 2: CCC1(CC2CC(C3=C(CCN(C2)C1)C4=CC=CC=C4N3)(C5=C(C=C6C(=C5)C78CCN9C7C(C=CC9)(C(C(C8N6C)(C(=O)OC)O)OC(=O)C)CC)OC)C(=O)OC)O.OS(=O)(=O)O. Cell line: DU-145. Synergy scores: CSS=-3.71, Synergy_ZIP=2.09, Synergy_Bliss=-1.13, Synergy_Loewe=-3.60, Synergy_HSA=-4.05. (8) Drug 1: CS(=O)(=O)C1=CC(=C(C=C1)C(=O)NC2=CC(=C(C=C2)Cl)C3=CC=CC=N3)Cl. Drug 2: CN1CCC(CC1)COC2=C(C=C3C(=C2)N=CN=C3NC4=C(C=C(C=C4)Br)F)OC. Cell line: MDA-MB-435. Synergy scores: CSS=-5.34, Synergy_ZIP=4.47, Synergy_Bliss=2.58, Synergy_Loewe=-8.53, Synergy_HSA=-5.33.